From a dataset of NCI-60 drug combinations with 297,098 pairs across 59 cell lines. Regression. Given two drug SMILES strings and cell line genomic features, predict the synergy score measuring deviation from expected non-interaction effect. (1) Drug 1: CNC(=O)C1=CC=CC=C1SC2=CC3=C(C=C2)C(=NN3)C=CC4=CC=CC=N4. Drug 2: CNC(=O)C1=NC=CC(=C1)OC2=CC=C(C=C2)NC(=O)NC3=CC(=C(C=C3)Cl)C(F)(F)F. Cell line: NCI-H460. Synergy scores: CSS=39.6, Synergy_ZIP=-0.521, Synergy_Bliss=-8.08, Synergy_Loewe=-10.7, Synergy_HSA=-9.68. (2) Drug 1: C1=NC2=C(N1)C(=S)N=C(N2)N. Drug 2: CCCCC(=O)OCC(=O)C1(CC(C2=C(C1)C(=C3C(=C2O)C(=O)C4=C(C3=O)C=CC=C4OC)O)OC5CC(C(C(O5)C)O)NC(=O)C(F)(F)F)O. Cell line: 786-0. Synergy scores: CSS=33.0, Synergy_ZIP=-6.33, Synergy_Bliss=-5.42, Synergy_Loewe=-2.93, Synergy_HSA=-2.92. (3) Cell line: COLO 205. Synergy scores: CSS=49.3, Synergy_ZIP=-0.0435, Synergy_Bliss=1.14, Synergy_Loewe=-1.32, Synergy_HSA=2.52. Drug 1: CC(CN1CC(=O)NC(=O)C1)N2CC(=O)NC(=O)C2. Drug 2: CC1=C(N=C(N=C1N)C(CC(=O)N)NCC(C(=O)N)N)C(=O)NC(C(C2=CN=CN2)OC3C(C(C(C(O3)CO)O)O)OC4C(C(C(C(O4)CO)O)OC(=O)N)O)C(=O)NC(C)C(C(C)C(=O)NC(C(C)O)C(=O)NCCC5=NC(=CS5)C6=NC(=CS6)C(=O)NCCC[S+](C)C)O. (4) Drug 1: CC1=C2C(C(=O)C3(C(CC4C(C3C(C(C2(C)C)(CC1OC(=O)C(C(C5=CC=CC=C5)NC(=O)C6=CC=CC=C6)O)O)OC(=O)C7=CC=CC=C7)(CO4)OC(=O)C)O)C)OC(=O)C. Drug 2: CN(CC1=CN=C2C(=N1)C(=NC(=N2)N)N)C3=CC=C(C=C3)C(=O)NC(CCC(=O)O)C(=O)O. Synergy scores: CSS=35.2, Synergy_ZIP=0.485, Synergy_Bliss=-2.80, Synergy_Loewe=-18.8, Synergy_HSA=-2.70. Cell line: LOX IMVI. (5) Drug 1: CN(CCCl)CCCl.Cl. Drug 2: C1CC(=O)NC(=O)C1N2C(=O)C3=CC=CC=C3C2=O. Cell line: SK-MEL-28. Synergy scores: CSS=-2.55, Synergy_ZIP=6.54, Synergy_Bliss=-2.25, Synergy_Loewe=-2.56, Synergy_HSA=-2.38. (6) Drug 1: CC1=C(C(CCC1)(C)C)C=CC(=CC=CC(=CC(=O)O)C)C. Drug 2: N.N.Cl[Pt+2]Cl. Cell line: LOX IMVI. Synergy scores: CSS=44.7, Synergy_ZIP=3.87, Synergy_Bliss=7.51, Synergy_Loewe=-2.79, Synergy_HSA=7.20. (7) Synergy scores: CSS=26.4, Synergy_ZIP=-6.88, Synergy_Bliss=-3.38, Synergy_Loewe=-1.36, Synergy_HSA=0.296. Cell line: SNB-75. Drug 1: CC1=C2C(C(=O)C3(C(CC4C(C3C(C(C2(C)C)(CC1OC(=O)C(C(C5=CC=CC=C5)NC(=O)C6=CC=CC=C6)O)O)OC(=O)C7=CC=CC=C7)(CO4)OC(=O)C)O)C)OC(=O)C. Drug 2: CCC1=C2CN3C(=CC4=C(C3=O)COC(=O)C4(CC)O)C2=NC5=C1C=C(C=C5)O.